This data is from Catalyst prediction with 721,799 reactions and 888 catalyst types from USPTO. The task is: Predict which catalyst facilitates the given reaction. (1) Reactant: [F:1][C:2]([F:6])([F:5])[CH2:3][OH:4].[H-].[Na+].[Cl:9][C:10]1[CH:11]=[C:12]([CH:17]=[CH:18][C:19]=1[CH:20](Br)Br)[C:13]([O:15]C)=[O:14].[OH-:23].[Na+]. Product: [F:1][C:2]([F:6])([F:5])[CH2:3][O:4][CH:20]([O:23][CH2:3][C:2]([F:6])([F:5])[F:1])[C:19]1[CH:18]=[CH:17][C:12]([C:13]([OH:15])=[O:14])=[CH:11][C:10]=1[Cl:9]. The catalyst class is: 18. (2) Reactant: [Cl:1][C:2]1[CH:7]=[CH:6][C:5](B(O)O)=[CH:4][CH:3]=1.C(=O)([O-])[O-].[K+].[K+].[CH:17]12[CH2:22][CH:21]1[CH2:20][N:19]([C:23](=[O:33])[C:24]([C:27]1[S:28][CH:29]=[C:30](Br)[N:31]=1)([F:26])[F:25])[CH2:18]2.C(O)C. Product: [CH:21]12[CH2:22][CH:17]1[CH2:18][N:19]([C:23](=[O:33])[C:24]([C:27]1[S:28][CH:29]=[C:30]([C:5]3[CH:6]=[CH:7][C:2]([Cl:1])=[CH:3][CH:4]=3)[N:31]=1)([F:26])[F:25])[CH2:20]2. The catalyst class is: 109. (3) Reactant: [CH3:1][O:2][C:3]1[CH:4]=[C:5]2[C:10](=[CH:11][C:12]=1[O:13][CH3:14])[N:9]=[CH:8][N:7]=[C:6]2[NH:15][C:16]1[C:17]([F:28])=[C:18]2[C:22](=[CH:23][CH:24]=1)[N:21](C(=O)C)[CH2:20][CH2:19]2. Product: [F:28][C:17]1[C:16]([NH:15][C:6]2[C:5]3[C:10](=[CH:11][C:12]([O:13][CH3:14])=[C:3]([O:2][CH3:1])[CH:4]=3)[N:9]=[CH:8][N:7]=2)=[CH:24][CH:23]=[C:22]2[C:18]=1[CH2:19][CH2:20][NH:21]2. The catalyst class is: 33. (4) Reactant: [CH:1]1[C:6]([OH:7])=[CH:5][CH:4]=[C:3]([Br:8])[CH:2]=1.C(N(CC)CC)C.[P:16](Cl)([Cl:19])([Cl:18])=[O:17]. Product: [P:16]([Cl:19])([Cl:18])(=[O:17])[O:7][C:6]1[CH:5]=[CH:4][C:3]([Br:8])=[CH:2][CH:1]=1. The catalyst class is: 28.